Dataset: Peptide-MHC class I binding affinity with 185,985 pairs from IEDB/IMGT. Task: Regression. Given a peptide amino acid sequence and an MHC pseudo amino acid sequence, predict their binding affinity value. This is MHC class I binding data. (1) The MHC is HLA-A03:01 with pseudo-sequence HLA-A03:01. The binding affinity (normalized) is 0.257. The peptide sequence is NIILSKIPY. (2) The peptide sequence is VSPLAVTWW. The MHC is HLA-B08:02 with pseudo-sequence HLA-B08:02. The binding affinity (normalized) is 0.0847.